From a dataset of NCI-60 drug combinations with 297,098 pairs across 59 cell lines. Regression. Given two drug SMILES strings and cell line genomic features, predict the synergy score measuring deviation from expected non-interaction effect. Drug 1: C1CC(=O)NC(=O)C1N2CC3=C(C2=O)C=CC=C3N. Drug 2: CN1C(=O)N2C=NC(=C2N=N1)C(=O)N. Cell line: LOX IMVI. Synergy scores: CSS=11.2, Synergy_ZIP=-2.25, Synergy_Bliss=-0.960, Synergy_Loewe=1.28, Synergy_HSA=1.32.